This data is from Forward reaction prediction with 1.9M reactions from USPTO patents (1976-2016). The task is: Predict the product of the given reaction. (1) Given the reactants [H-].[H-].[H-].[H-].[Li+].[Al+3].[F:7][C:8]1([F:20])[O:12][C:11]2[CH:13]=[CH:14][C:15]([C:17](O)=[O:18])=[CH:16][C:10]=2[O:9]1.O.[OH-].[Na+], predict the reaction product. The product is: [F:20][C:8]1([F:7])[O:12][C:11]2[CH:13]=[CH:14][C:15]([CH2:17][OH:18])=[CH:16][C:10]=2[O:9]1. (2) Given the reactants C[O:2][C:3](=[O:33])[C:4]1[CH:9]=[CH:8][CH:7]=[C:6]([CH2:10][C:11]2[CH:16]=[CH:15][C:14]([N:17]3[CH2:21][C:20](=[O:22])[NH:19][S:18]3(=[O:24])=[O:23])=[C:13]([O:25][CH2:26][C:27]3[CH:32]=[CH:31][CH:30]=[CH:29][CH:28]=3)[CH:12]=2)[CH:5]=1.[Li+].[OH-].Cl, predict the reaction product. The product is: [CH2:26]([O:25][C:13]1[CH:12]=[C:11]([CH:16]=[CH:15][C:14]=1[N:17]1[CH2:21][C:20](=[O:22])[NH:19][S:18]1(=[O:23])=[O:24])[CH2:10][C:6]1[CH:5]=[C:4]([CH:9]=[CH:8][CH:7]=1)[C:3]([OH:33])=[O:2])[C:27]1[CH:28]=[CH:29][CH:30]=[CH:31][CH:32]=1.